This data is from NCI-60 drug combinations with 297,098 pairs across 59 cell lines. The task is: Regression. Given two drug SMILES strings and cell line genomic features, predict the synergy score measuring deviation from expected non-interaction effect. (1) Drug 1: CC1=C(C=C(C=C1)NC(=O)C2=CC=C(C=C2)CN3CCN(CC3)C)NC4=NC=CC(=N4)C5=CN=CC=C5. Drug 2: C1C(C(OC1N2C=NC(=NC2=O)N)CO)O. Cell line: SNB-19. Synergy scores: CSS=1.03, Synergy_ZIP=0.497, Synergy_Bliss=-0.386, Synergy_Loewe=-17.3, Synergy_HSA=-6.64. (2) Drug 1: C1C(C(OC1N2C=NC3=C(N=C(N=C32)Cl)N)CO)O. Drug 2: B(C(CC(C)C)NC(=O)C(CC1=CC=CC=C1)NC(=O)C2=NC=CN=C2)(O)O. Cell line: SF-295. Synergy scores: CSS=22.1, Synergy_ZIP=-2.60, Synergy_Bliss=-5.03, Synergy_Loewe=-25.2, Synergy_HSA=-6.93. (3) Drug 1: CN(C)C1=NC(=NC(=N1)N(C)C)N(C)C. Drug 2: CN1C2=C(C=C(C=C2)N(CCCl)CCCl)N=C1CCCC(=O)O.Cl. Cell line: MOLT-4. Synergy scores: CSS=15.1, Synergy_ZIP=7.18, Synergy_Bliss=3.45, Synergy_Loewe=-26.6, Synergy_HSA=-0.223.